From a dataset of Experimental lipophilicity measurements (octanol/water distribution) for 4,200 compounds from AstraZeneca. Regression/Classification. Given a drug SMILES string, predict its absorption, distribution, metabolism, or excretion properties. Task type varies by dataset: regression for continuous measurements (e.g., permeability, clearance, half-life) or binary classification for categorical outcomes (e.g., BBB penetration, CYP inhibition). For this dataset (lipophilicity_astrazeneca), we predict Y. (1) The molecule is NC(=O)c1cnc(N[C@H]2CCCNC2)c2cc(-c3ccncc3)sc12. The Y is 0.770 logD. (2) The drug is Cc1cnc2nc(SCc3cccc(F)c3F)nc(N[C@H](C)CO)c2n1. The Y is 3.50 logD. (3) The molecule is CCC(CC)NC(=O)c1c(C)nn(C(C)C)c1NS(=O)(=O)c1ccc(C)cc1. The Y is 0.920 logD. (4) The compound is CC(C)Cn1c(=O)n(C)c(=O)c2c(SCCCO)n(Cc3cccc4ccccc34)cc21. The Y is 4.36 logD. (5) The molecule is CC(C)(C)OC(=O)N1CCN(c2ncc(OCc3ccncc3)cn2)CC1. The Y is 3.40 logD.